Dataset: Peptide-MHC class I binding affinity with 185,985 pairs from IEDB/IMGT. Task: Regression. Given a peptide amino acid sequence and an MHC pseudo amino acid sequence, predict their binding affinity value. This is MHC class I binding data. The peptide sequence is LYDYKENRF. The MHC is HLA-A24:03 with pseudo-sequence HLA-A24:03. The binding affinity (normalized) is 0.619.